From a dataset of Full USPTO retrosynthesis dataset with 1.9M reactions from patents (1976-2016). Predict the reactants needed to synthesize the given product. (1) Given the product [CH2:22]([O:21][C:16](=[O:20])[C:17]([CH3:19])([CH3:18])[CH2:10][CH2:11][CH2:12][CH2:13][CH2:14][Br:15])[CH3:23], predict the reactants needed to synthesize it. The reactants are: C([N-]C(C)C)(C)C.[Li+].Br[CH2:10][CH2:11][CH2:12][CH2:13][CH2:14][Br:15].[C:16]([O:21][CH2:22][CH3:23])(=[O:20])[CH:17]([CH3:19])[CH3:18]. (2) Given the product [CH3:1][O:2][C:3]1[CH:4]=[C:5]2[C:10](=[CH:11][C:12]=1[O:13][CH2:14][CH2:15][CH2:16][N:17]1[CH2:18][CH2:19][N:20]([CH3:23])[CH2:21][CH2:22]1)[N:9]=[CH:8][CH:7]=[C:6]2[C:24]1[CH:28]=[CH:27][N:26]([S:37]([C:33]2[CH:32]=[C:31]([CH:36]=[CH:35][CH:34]=2)[C:29]#[N:30])(=[O:39])=[O:38])[N:25]=1, predict the reactants needed to synthesize it. The reactants are: [CH3:1][O:2][C:3]1[CH:4]=[C:5]2[C:10](=[CH:11][C:12]=1[O:13][CH2:14][CH2:15][CH2:16][N:17]1[CH2:22][CH2:21][N:20]([CH3:23])[CH2:19][CH2:18]1)[N:9]=[CH:8][CH:7]=[C:6]2[C:24]1[CH:28]=[CH:27][NH:26][N:25]=1.[C:29]([C:31]1[CH:32]=[C:33]([S:37](Cl)(=[O:39])=[O:38])[CH:34]=[CH:35][CH:36]=1)#[N:30]. (3) Given the product [CH3:11][C:12]1([CH2:18][OH:19])[CH2:17][CH2:16][O:15][CH2:14][CH2:13]1, predict the reactants needed to synthesize it. The reactants are: [H-].C([Al+]CC(C)C)C(C)C.[CH3:11][C:12]1([C:18](OC)=[O:19])[CH2:17][CH2:16][O:15][CH2:14][CH2:13]1. (4) Given the product [CH2:1]([N:3]1[C:7]2=[N:8][C:9]([CH2:43][CH3:44])=[C:10]([CH2:19][NH:20][C:21](=[O:42])[CH2:22][C:23]([NH:25][CH2:26][C:27]3[CH:28]=[C:29]([C:34]4[CH:35]=[CH:36][CH:40]=[C:38]([CH2:37][N:50]5[CH2:49][CH2:48][NH:47][C@@H:46]([CH3:45])[CH2:51]5)[CH:39]=4)[C:30]([F:33])=[CH:31][CH:32]=3)=[O:24])[C:11]([NH:12][CH:13]3[CH2:14][CH2:15][O:16][CH2:17][CH2:18]3)=[C:6]2[CH:5]=[N:4]1)[CH3:2], predict the reactants needed to synthesize it. The reactants are: [CH2:1]([N:3]1[C:7]2=[N:8][C:9]([CH2:43][CH3:44])=[C:10]([CH2:19][NH:20][C:21](=[O:42])[CH2:22][C:23]([NH:25][CH2:26][C:27]3[CH:28]=[C:29]([C:34]4[CH:39]=[CH:38][CH:37]=[C:36]([CH:40]=O)[CH:35]=4)[C:30]([F:33])=[CH:31][CH:32]=3)=[O:24])[C:11]([NH:12][CH:13]3[CH2:18][CH2:17][O:16][CH2:15][CH2:14]3)=[C:6]2[CH:5]=[N:4]1)[CH3:2].[CH3:45][C@H:46]1[CH2:51][NH:50][CH2:49][CH2:48][N:47]1C(OC(C)(C)C)=O.C(O)(=O)C.